This data is from Full USPTO retrosynthesis dataset with 1.9M reactions from patents (1976-2016). The task is: Predict the reactants needed to synthesize the given product. Given the product [F:8][C:5]1[CH:6]=[CH:7][C:2]2[N:1]=[C:10]([CH3:11])[O:9][C:3]=2[CH:4]=1, predict the reactants needed to synthesize it. The reactants are: [NH2:1][C:2]1[CH:7]=[CH:6][C:5]([F:8])=[CH:4][C:3]=1[OH:9].[C:10](OCC)(OCC)(OCC)[CH3:11].FC(F)(F)S([O-])(=O)=O.[Bi+3].FC(F)(F)S([O-])(=O)=O.FC(F)(F)S([O-])(=O)=O.